Dataset: Forward reaction prediction with 1.9M reactions from USPTO patents (1976-2016). Task: Predict the product of the given reaction. (1) Given the reactants [F:1][C:2]1[CH:3]=[C:4]([CH:9]=[CH:10][C:11]=1[CH2:12][C:13]([OH:16])([CH3:15])[CH3:14])[C:5]([O:7]C)=[O:6].O.CO.[Li+].[OH-], predict the reaction product. The product is: [F:1][C:2]1[CH:3]=[C:4]([CH:9]=[CH:10][C:11]=1[CH2:12][C:13]([OH:16])([CH3:14])[CH3:15])[C:5]([OH:7])=[O:6]. (2) Given the reactants [Br:1][C:2]1[CH:3]=[CH:4][C:5]([NH2:11])=[N:6][C:7]=1[N+:8]([O-:10])=[O:9].[CH3:12][C:13]([O:16][C:17](O[C:17]([O:16][C:13]([CH3:15])([CH3:14])[CH3:12])=[O:18])=[O:18])([CH3:15])[CH3:14], predict the reaction product. The product is: [C:13]([O:16][C:17](=[O:18])[NH:11][C:5]1[CH:4]=[CH:3][C:2]([Br:1])=[C:7]([N+:8]([O-:10])=[O:9])[N:6]=1)([CH3:15])([CH3:14])[CH3:12]. (3) Given the reactants [F:1][C:2]1[CH:3]=[C:4]([S:29][CH2:30][CH2:31][C:32](OC)=O)[CH:5]=[CH:6][C:7]=1[O:8][CH:9]1[CH2:13][CH2:12][N:11]([CH:14]2[CH2:19][CH2:18][N:17]([C:20]3[S:24][N:23]=[C:22]([CH:25]([CH3:27])[CH3:26])[N:21]=3)[CH2:16][CH2:15]2)[C:10]1=[O:28].[CH3:36]C([O-])(C)C.[K+].BrCC1CC1.O, predict the reaction product. The product is: [CH:31]1([CH2:30][S:29][C:4]2[CH:5]=[CH:6][C:7]([O:8][CH:9]3[CH2:13][CH2:12][N:11]([CH:14]4[CH2:19][CH2:18][N:17]([C:20]5[S:24][N:23]=[C:22]([CH:25]([CH3:27])[CH3:26])[N:21]=5)[CH2:16][CH2:15]4)[C:10]3=[O:28])=[C:2]([F:1])[CH:3]=2)[CH2:32][CH2:36]1. (4) Given the reactants Br[CH2:2][C:3]1[N:4]([CH3:28])[C:5]2[C:10]([N:11]=1)=[C:9]([N:12]1[CH2:17][CH2:16][O:15][CH2:14][CH2:13]1)[N:8]=[C:7]([N:18]1[C:22]3[CH:23]=[CH:24][CH:25]=[CH:26][C:21]=3[N:20]=[C:19]1[CH3:27])[N:6]=2.[CH3:29][N:30]1[CH2:35][CH2:34][CH2:33][CH2:32][CH:31]1[CH2:36][NH2:37], predict the reaction product. The product is: [CH3:28][N:4]1[C:3]([CH2:2][NH:37][CH2:36][CH:31]2[CH2:32][CH2:33][CH2:34][CH2:35][N:30]2[CH3:29])=[N:11][C:10]2[C:5]1=[N:6][C:7]([N:18]1[C:22]3[CH:23]=[CH:24][CH:25]=[CH:26][C:21]=3[N:20]=[C:19]1[CH3:27])=[N:8][C:9]=2[N:12]1[CH2:17][CH2:16][O:15][CH2:14][CH2:13]1. (5) Given the reactants [Cl:1][C:2]1[N:3]=[CH:4][C:5]([NH2:8])=[N:6][CH:7]=1.[CH3:9][C:10]([O:13][C:14](O[C:14]([O:13][C:10]([CH3:12])([CH3:11])[CH3:9])=[O:15])=[O:15])([CH3:12])[CH3:11], predict the reaction product. The product is: [Cl:1][C:2]1[N:3]=[CH:4][C:5]([NH:8][C:14](=[O:15])[O:13][C:10]([CH3:12])([CH3:11])[CH3:9])=[N:6][CH:7]=1. (6) Given the reactants [F:1][C:2]1[CH:3]=[CH:4][C:5]([CH3:11])=[C:6]([CH:10]=1)[C:7]([OH:9])=[O:8].C(O)(=O)C.C(O)(=O)C.[I:20]C1C=CC=CC=1.II, predict the reaction product. The product is: [F:1][C:2]1[C:10]([I:20])=[C:6]([C:5]([CH3:11])=[CH:4][CH:3]=1)[C:7]([OH:9])=[O:8]. (7) The product is: [C:19]([C:17]1[CH:18]=[C:13]([C:12]([OH:29])=[O:11])[C:14]([OH:21])=[CH:15][CH:16]=1)#[N:20]. Given the reactants C(O)C.C([O:11][C:12](=[O:29])[C:13]1[CH:18]=[C:17]([C:19]#[N:20])[CH:16]=[CH:15][C:14]=1[O:21]CC1C=CC=CC=1)C1C=CC=CC=1, predict the reaction product.